This data is from Peptide-MHC class I binding affinity with 185,985 pairs from IEDB/IMGT. The task is: Regression. Given a peptide amino acid sequence and an MHC pseudo amino acid sequence, predict their binding affinity value. This is MHC class I binding data. (1) The peptide sequence is PERLERWHSLI. The MHC is Mamu-B01 with pseudo-sequence Mamu-B01. The binding affinity (normalized) is 0. (2) The binding affinity (normalized) is 0.591. The MHC is HLA-A02:02 with pseudo-sequence HLA-A02:02. The peptide sequence is AAVDLSHFL. (3) The peptide sequence is GDYKLVEI. The MHC is HLA-A30:02 with pseudo-sequence HLA-A30:02. The binding affinity (normalized) is 0. (4) The peptide sequence is LHSLSVETI. The MHC is HLA-A24:02 with pseudo-sequence HLA-A24:02. The binding affinity (normalized) is 0.125. (5) The peptide sequence is IMANRAQVL. The MHC is HLA-E01:03 with pseudo-sequence HLA-E01:03. The binding affinity (normalized) is 0.446.